From a dataset of Experimentally validated miRNA-target interactions with 360,000+ pairs, plus equal number of negative samples. Binary Classification. Given a miRNA mature sequence and a target amino acid sequence, predict their likelihood of interaction. (1) The miRNA is hsa-miR-3124-5p with sequence UUCGCGGGCGAAGGCAAAGUC. The protein sequence of the target gene is MIPANASARKGPEGKYPLHYLVWHNRHRELEKEVRAGQVDIEQLDPRGRTPLHLATTLGHLECARVLLAHGADVGRENRSGWTVLQEAVSTRDLELVQLVLRYRDYQRVVKRLAGIPVLLEKLRKAQDFYVEMKWEFTSWVPLVSKICPSDTYKVWKSGQNLRVDTTLLGFDHMTWQRGNRSFVFRGQDTSAVVMEIDHDRRVVYTETLALAGQDRELLLAAAQPTEEQVLSRLTAPVVTTQLDTKNISFERNKTGILGWRSEKTEMVNGYEAKVYGASNVELITRTRTEHLSEQHKGKV.... Result: 0 (no interaction). (2) The protein sequence of the target gene is MARGPKKHLKRVAAPKHWMLDKLTGVFAPRPSTGPHKLRECLPLIVFLRNRLKYALTGDEVKKICMQRFIKIDGKVRVDVTYPAGFMDVISIEKTGEHFRLVYDTKGRFAVHRITVEEAKYKLCKVRKITVGVKGIPHLVTHDARTIRYPDPVIKVNDTVQIDLGTGKIINFIKFDTGNLCMVIGGANLGRVGVITNRERHPGSFDVVHVKDANGNSFATRLSNIFVIGNGNKPWISLPRGKGIRLTVAEERDKRLATKQSSG. Result: 0 (no interaction). The miRNA is mmu-miR-490-5p with sequence CCAUGGAUCUCCAGGUGGGU. (3) The miRNA is hsa-miR-4258 with sequence CCCCGCCACCGCCUUGG. The protein sequence of the target gene is MAAAAAMAEQESARNGGRNRGGVQRVEGKLRASVEKGDYYEAHQMYRTLFFRYMSQSKHTEARELMYSGALLFFSHGQQNSAADLSMLVLESLEKAEVEVADELLENLAKVFSLMDPNSPERVTFVSRALKWSSGGSGKLGHPRLHQLLALTLWKEQNYCESRYHFLHSADGEGCANMLVEYSTSRGFRSEVDMFVAQAVLQFLCLKNKSSASVVFTTYTQKHPSIEDGPPFVEPLLNFIWFLLLAVDGGKLTVFTVLCEQYQPSLRRDPMYNEYLDRIGQLFFGVPPKQTSSYGGLLGN.... Result: 1 (interaction). (4) The miRNA is hsa-miR-6499-5p with sequence UCGGGCGCAAGAGCACUGCAGU. The protein sequence of the target gene is MVDYHAANQAYQYGPSSGGNGTGGGGGMGDYMAQEDDWDRDLLLDPAWEKQQRKTFTAWCNSHLRKAGTQIENIDEDFRDGLKLMLLLEVISGERLPKPERGKMRVHKINNVNKALDFIASKGVKLVSIGAEEIVDGNAKMTLGMIWTIILRFAIQDISVEETSAKEGLLLWCQRKTAPYKNVNVQNFHISWKDGLAFNALIHRHRPELIEYDKLRKDDPVTNLNNAFEVAEKYLDIPKMLDAEDIVNTARPDEKAIMTYVSSFYHAFSGAQKAETAANRICKVLAVNQENEHLMEDYER.... Result: 0 (no interaction). (5) The miRNA is hsa-miR-4700-5p with sequence UCUGGGGAUGAGGACAGUGUGU. The protein sequence of the target gene is MGSAGRLHYLAMTAENPTPGDLAPAPLITCKLCLCEQSLDKMTTLQECQCIFCTACLKQYMQLAIREGCGSPITCPDMVCLNHGTLQEAEIACLVPVDQFQLYQRLKFEREVHLDPYRTWCPVADCQTVCPVASSDPGQPVLVECPSCHLKFCSCCKDAWHAEVSCRDSQPIVLPTEHRALFGTDAEAPIKQCPVCRVYIERNEGCAQMMCKNCKHTFCWYCLQNLDNDIFLRHYDKGPCRNKLGHSRASVMWNRTQVVGILVGLGIIALVTSPLLLLASPCIICCVCKSCRGKKKKHDP.... Result: 1 (interaction). (6) The miRNA is hsa-miR-10a-5p with sequence UACCCUGUAGAUCCGAAUUUGUG. The protein sequence of the target gene is MFSFEGDFKTRPKVSLGGASRKEEKASLLHRTQEERRKREEERRRLKNAIIIQSFIRGYRDRKQQYSIQRSAFDRCATLSQSGGAFPIANGPNLTLLVRQLLFFYKQNEDSKRLIWLYQNLIKHSSLFVKQLDGSERLTCLFQIKRLMSLCCRLLQNCNDDSLNVALPMRMLEVFSSENTYLPVLQDASYVVSVIEQILHYMIHNGYYRSLYLLINSKLPSSIEYSDLSRVPIAKILLENVLKPLHFTYNSCPEGARQQVFTAFTEEFLAAPFTDQIFHFIIPALADAQTVFPYEPFLNA.... Result: 1 (interaction). (7) The miRNA is hsa-miR-6499-3p with sequence AGCAGUGUUUGUUUUGCCCACA. The protein sequence of the target gene is MTSCHIAEEHIQKVAIFGGTHGNELTGVFLVKHWLENGAEIQRTGLEVKPFITNPRAVKKCTRYIDCDLNRIFDLENLGKKMSEDLPYEVRRAQEINHLFGPKDSEDSYDIIFDLHNTTSNMGCTLILEDSRNNFLIQMFHYIKTSLAPLPCYVYLIEHPSLKYATTRSIAKYPVGIEVGPQPQGVLRADILDQMRKMIKHALDFIHHFNEGKEFPPCAIEVYKIIEKVDYPRDENGEIAAIIHPNLQDQDWKPLHPGDPMFLTLDGKTIPLGGDCTVYPVFVNEAAYYEKKEAFAKTTK.... Result: 1 (interaction). (8) The miRNA is mmu-miR-3074-5p with sequence GUUCCUGCUGAACUGAGCCAGU. The protein sequence of the target gene is MSWRGRSTYRPRPRRYVEPPEMIGPMRPEQFSDEVEPATPEEGEPATQRQDPAAAQEGEDEGASAGQGPKPEAHSQEQGHPQTGCECEDGPDGQEMDPPNPEEVKTPEEGEKQSQC. Result: 0 (no interaction).